This data is from Experimentally validated miRNA-target interactions with 360,000+ pairs, plus equal number of negative samples. The task is: Binary Classification. Given a miRNA mature sequence and a target amino acid sequence, predict their likelihood of interaction. The miRNA is hsa-miR-1226-5p with sequence GUGAGGGCAUGCAGGCCUGGAUGGGG. The protein sequence of the target gene is MRQGLLVLALVLVLVLVLAAGSQVQEWYPRESHALNWNKFSGFWYILATATDAQGFLPARDKRKLGASVVKVNKVGQLRVLLAFRRGQGCGRAQPRHPGTSGHLWASLSVKGVKAFHVLSTDYSYGLVYLRLGRATQNYKNLLLFHRQNVSSFQSLKEFMDACDILGLSKAAVILPKDASRTHTILP. Result: 0 (no interaction).